From a dataset of Reaction yield outcomes from USPTO patents with 853,638 reactions. Predict the reaction yield, written as a fraction of the theoretical maximum amount of product (1.0 means a 100% yield; for example, 0.34 means a 34% yield). (1) The reactants are [NH2:1][C:2]1[CH:7]=[CH:6][CH:5]=[CH:4][C:3]=1[S:8]SNC1C=CC=CC=1.[C:17]([O:21][CH2:22][CH3:23])(=[O:20])[C:18]#[CH:19]. The catalyst is C(OCC)(=O)C.CCCCCC. The product is [S:8]1[C:3]2[CH:4]=[CH:5][CH:6]=[CH:7][C:2]=2[NH:1][CH:19]=[C:18]1[C:17]([O:21][CH2:22][CH3:23])=[O:20]. The yield is 0.230. (2) The reactants are P(Cl)(Cl)(Cl)=O.CN([CH:9]=[O:10])C.[CH3:11][S:12]([C:15]1[C:19]([C:20]2[CH:25]=[CH:24][CH:23]=[CH:22][CH:21]=2)=[CH:18][NH:17][C:16]=1[CH3:26])(=[O:14])=[O:13]. The catalyst is C(Cl)Cl. The product is [CH3:11][S:12]([C:15]1[C:19]([C:20]2[CH:21]=[CH:22][CH:23]=[CH:24][CH:25]=2)=[C:18]([CH:9]=[O:10])[NH:17][C:16]=1[CH3:26])(=[O:14])=[O:13]. The yield is 0.470. (3) The reactants are [C:1]([O:5][C:6](=[O:33])[NH:7][CH:8]1[CH2:13][CH2:12][N:11]([S:14]([C:17]2[O:18]C(C(=O)NCCC3C=CC=CC=3)=C[CH:21]=2)(=[O:16])=[O:15])[CH2:10][CH2:9]1)([CH3:4])([CH3:3])[CH3:2].Cl.C(N(C(C)C)CC)(C)C.[C:44](Cl)(=[O:47])[CH:45]=[CH2:46].[O:49]1CCOC[CH2:50]1. The catalyst is C(Cl)Cl. The product is [CH3:50][O:49][C:44]([C:45]1[O:18][C:17]([S:14]([N:11]2[CH2:10][CH2:9][CH:8]([NH:7][C:6]([O:5][C:1]([CH3:4])([CH3:3])[CH3:2])=[O:33])[CH2:13][CH2:12]2)(=[O:16])=[O:15])=[CH:21][CH:46]=1)=[O:47]. The yield is 0.0200. (4) The reactants are Cl[C:2]1[C:7]2[CH:8]=[C:9]([C:18]([O:20][CH3:21])=[O:19])[N:10](C(OC(C)(C)C)=O)[C:6]=2[CH:5]=[CH:4][N:3]=1.[F:22][C:23]1[CH:28]=[C:27]([Sn](CCCC)(CCCC)CCCC)[CH:26]=[CH:25][N:24]=1.[F-].[Cs+]. The catalyst is CC(C)([P](C(C)(C)C)([Pd][P](C(C)(C)C)(C(C)(C)C)C(C)(C)C)C(C)(C)C)C.O1CCOCC1. The product is [F:22][C:23]1[CH:28]=[C:27]([C:2]2[C:7]3[CH:8]=[C:9]([C:18]([O:20][CH3:21])=[O:19])[NH:10][C:6]=3[CH:5]=[CH:4][N:3]=2)[CH:26]=[CH:25][N:24]=1. The yield is 0.770. (5) The reactants are [CH3:1][N:2]1[CH2:7][CH2:6][NH:5][CH2:4][CH2:3]1.[Cl:8][C:9]1[CH:36]=[CH:35][C:34]([N:37]2[CH:41]=[CH:40][CH:39]=[CH:38]2)=[CH:33][C:10]=1[C:11]([NH:13][C:14](=[O:32])[NH:15][C:16]1[S:17][C:18]2[CH:24]=[C:23]([S:25]([CH2:28][CH2:29][CH2:30]I)(=[O:27])=[O:26])[CH:22]=[CH:21][C:19]=2[N:20]=1)=[O:12]. The catalyst is C1COCC1.CCOC(C)=O. The product is [Cl:8][C:9]1[CH:36]=[CH:35][C:34]([N:37]2[CH:41]=[CH:40][CH:39]=[CH:38]2)=[CH:33][C:10]=1[C:11]([NH:13][C:14](=[O:32])[NH:15][C:16]1[S:17][C:18]2[CH:24]=[C:23]([S:25]([CH2:28][CH2:29][CH2:30][N:5]3[CH2:6][CH2:7][N:2]([CH3:1])[CH2:3][CH2:4]3)(=[O:27])=[O:26])[CH:22]=[CH:21][C:19]=2[N:20]=1)=[O:12]. The yield is 0.190.